This data is from Full USPTO retrosynthesis dataset with 1.9M reactions from patents (1976-2016). The task is: Predict the reactants needed to synthesize the given product. (1) The reactants are: [OH:1][C:2]1[C:9]([CH3:10])=[C:8]([CH3:11])[C:5]([CH:6]=[O:7])=[C:4]([CH3:12])[C:3]=1[CH3:13].[H-].[Na+].Br[CH2:17][C:18]#[C:19][CH3:20].Cl. Given the product [CH2:17]([O:1][C:2]1[C:3]([CH3:13])=[C:4]([CH3:12])[C:5]([CH:6]=[O:7])=[C:8]([CH3:11])[C:9]=1[CH3:10])[C:18]#[C:19][CH3:20], predict the reactants needed to synthesize it. (2) Given the product [Cl:25][C:20]1[CH:19]=[C:18]([CH2:17][C:16]([N:15]([CH3:27])[C@@H:8]([C:4]2[CH:5]=[CH:6][CH:7]=[C:2]([NH:1][S:35]([CH3:34])(=[O:37])=[O:36])[CH:3]=2)[CH2:9][N:10]2[CH2:11][CH2:12][CH2:13][CH2:14]2)=[O:26])[CH:23]=[CH:22][C:21]=1[Cl:24], predict the reactants needed to synthesize it. The reactants are: [NH2:1][C:2]1[CH:3]=[C:4]([C@H:8]([N:15]([CH3:27])[C:16](=[O:26])[CH2:17][C:18]2[CH:23]=[CH:22][C:21]([Cl:24])=[C:20]([Cl:25])[CH:19]=2)[CH2:9][N:10]2[CH2:14][CH2:13][CH2:12][CH2:11]2)[CH:5]=[CH:6][CH:7]=1.N1C=CC=CC=1.[CH3:34][S:35](Cl)(=[O:37])=[O:36].O.